This data is from Full USPTO retrosynthesis dataset with 1.9M reactions from patents (1976-2016). The task is: Predict the reactants needed to synthesize the given product. (1) Given the product [CH2:33]([C:32]1[N:8]=[C:6]([CH2:5][CH2:4][O:3][CH3:2])[NH:7][C:28](=[O:29])[C:27]=1[CH2:26][C:23]1[CH:22]=[CH:21][C:20]([C:15]2[C:14]([C:12]#[N:13])=[CH:19][CH:18]=[CH:17][CH:16]=2)=[CH:25][CH:24]=1)[CH2:34][CH2:35][CH3:36], predict the reactants needed to synthesize it. The reactants are: Cl.[CH3:2][O:3][CH2:4][CH2:5][C:6](=[NH:8])[NH2:7].C[O-].[Na+].[C:12]([C:14]1[CH:19]=[CH:18][CH:17]=[CH:16][C:15]=1[C:20]1[CH:25]=[CH:24][C:23]([CH2:26][CH:27]([C:32](=O)[CH2:33][CH2:34][CH2:35][CH3:36])[C:28](OC)=[O:29])=[CH:22][CH:21]=1)#[N:13]. (2) Given the product [CH:1]([NH:4][C:5]1[C:10]2[C:11]([C:14]3[CH:19]=[C:18]([CH:20]=[CH:16][N:15]=3)[C:24]#[N:27])=[N:12][NH:13][C:9]=2[CH:8]=[CH:7][N:6]=1)([CH3:3])[CH3:2], predict the reactants needed to synthesize it. The reactants are: [CH:1]([NH:4][C:5]1[C:10]2[C:11]([C:14]3[CH:19]=[C:18]([C:20](F)(F)F)N=[CH:16][N:15]=3)=[N:12][NH:13][C:9]=2[CH:8]=[CH:7][N:6]=1)([CH3:3])[CH3:2].[CH:24]([NH:27]C1C2C([Sn](C)(C)C)=NN(CC3C=CC(OC)=CC=3)C=2C=CN=1)(C)C.BrC1C=C(C=CN=1)C#N. (3) Given the product [F:21][C:22]1[CH:27]=[C:26]([O:28][C:29]([F:30])([F:31])[F:32])[CH:25]=[CH:24][C:23]=1[C:2]1[CH:20]=[CH:19][C:5]([CH2:6][N:7]2[CH2:11][CH:10]([C:12]3[CH:13]=[N:14][CH:15]=[CH:16][CH:17]=3)[O:9][C:8]2=[O:18])=[CH:4][CH:3]=1, predict the reactants needed to synthesize it. The reactants are: Br[C:2]1[CH:20]=[CH:19][C:5]([CH2:6][N:7]2[CH2:11][CH:10]([C:12]3[CH:13]=[N:14][CH:15]=[CH:16][CH:17]=3)[O:9][C:8]2=[O:18])=[CH:4][CH:3]=1.[F:21][C:22]1[CH:27]=[C:26]([O:28][C:29]([F:32])([F:31])[F:30])[CH:25]=[CH:24][C:23]=1B(O)O. (4) Given the product [Si:15]([O:14][CH:12]1[CH2:13][N:10]([C:7]2[S:8][CH:9]=[C:5]([CH2:4][NH:1][C:33]([O:35][CH3:36])=[O:34])[N:6]=2)[CH2:11]1)([C:28]([CH3:31])([CH3:30])[CH3:29])([C:22]1[CH:27]=[CH:26][CH:25]=[CH:24][CH:23]=1)[C:16]1[CH:21]=[CH:20][CH:19]=[CH:18][CH:17]=1, predict the reactants needed to synthesize it. The reactants are: [N:1]([CH2:4][C:5]1[N:6]=[C:7]([N:10]2[CH2:13][CH:12]([O:14][Si:15]([C:28]([CH3:31])([CH3:30])[CH3:29])([C:22]3[CH:27]=[CH:26][CH:25]=[CH:24][CH:23]=3)[C:16]3[CH:21]=[CH:20][CH:19]=[CH:18][CH:17]=3)[CH2:11]2)[S:8][CH:9]=1)=[N+]=[N-].Cl[C:33]([O:35][CH3:36])=[O:34].C(N(CC)CC)C. (5) Given the product [CH3:20][S:17]([NH:16][C:12]1[CH:11]=[C:10]([CH:15]=[CH:14][CH:13]=1)[CH2:9][NH:8][C:6](=[O:7])[C:5]1[CH:21]=[CH:22][C:2]([C:25]2[CH:26]=[C:27]([C:28](=[O:29])[NH:30][C:31]3[S:32][CH:33]=[CH:34][N:35]=3)[CH:36]=[CH:37][C:24]=2[CH3:23])=[N:3][CH:4]=1)(=[O:19])=[O:18], predict the reactants needed to synthesize it. The reactants are: Cl[C:2]1[CH:22]=[CH:21][C:5]([C:6]([NH:8][CH2:9][C:10]2[CH:15]=[CH:14][CH:13]=[C:12]([NH:16][S:17]([CH3:20])(=[O:19])=[O:18])[CH:11]=2)=[O:7])=[CH:4][N:3]=1.[CH3:23][C:24]1[CH:37]=[CH:36][C:27]([C:28]([NH:30][C:31]2[S:32][CH:33]=[CH:34][N:35]=2)=[O:29])=[CH:26][C:25]=1B1OC(C)(C)C(C)(C)O1. (6) Given the product [OH:35][CH2:32][C:33]([NH:30][C@H:27]1[CH2:28][CH2:29][N:25]([C:9]2[N:10]=[C:11]([N:12]3[CH2:17][CH2:16][N:15]4[C:18]([C:21]([F:22])([F:23])[F:24])=[N:19][N:20]=[C:14]4[CH2:13]3)[C:6]3[CH:5]=[C:4]([CH2:1][CH2:2][CH3:3])[S:31][C:7]=3[N:8]=2)[CH2:26]1)=[O:34], predict the reactants needed to synthesize it. The reactants are: [CH2:1]([C:4]1[S:31][C:7]2[N:8]=[C:9]([N:25]3[CH2:29][CH2:28][C@H:27]([NH2:30])[CH2:26]3)[N:10]=[C:11]([N:12]3[CH2:17][CH2:16][N:15]4[C:18]([C:21]([F:24])([F:23])[F:22])=[N:19][N:20]=[C:14]4[CH2:13]3)[C:6]=2[CH:5]=1)[CH2:2][CH3:3].[C:32](O)(=[O:35])[CH2:33][OH:34].C(Cl)CCl.C1C=CC2N(O)N=NC=2C=1.C(N(C(C)C)CC)(C)C.